From a dataset of Reaction yield outcomes from USPTO patents with 853,638 reactions. Predict the reaction yield, written as a fraction of the theoretical maximum amount of product (1.0 means a 100% yield; for example, 0.34 means a 34% yield). (1) The reactants are [N:1]1([NH:7][C:8]([C:10]2[C:14]([CH3:15])=[C:13]([C:16]3[CH:21]=[CH:20][C:19]([OH:22])=[CH:18][CH:17]=3)[N:12]([C:23]3[CH:28]=[CH:27][C:26]([Cl:29])=[CH:25][C:24]=3[Cl:30])[N:11]=2)=[O:9])[CH2:6][CH2:5][CH2:4][CH2:3][CH2:2]1.C(N(CC)CC)C.[CH2:38]([S:41](Cl)(=[O:43])=[O:42])[CH2:39][CH3:40]. The catalyst is ClCCl. The product is [Cl:30][C:24]1[CH:25]=[C:26]([Cl:29])[CH:27]=[CH:28][C:23]=1[N:12]1[C:13]([C:16]2[CH:17]=[CH:18][C:19]([O:22][S:41]([CH2:38][CH2:39][CH3:40])(=[O:43])=[O:42])=[CH:20][CH:21]=2)=[C:14]([CH3:15])[C:10]([C:8](=[O:9])[NH:7][N:1]2[CH2:6][CH2:5][CH2:4][CH2:3][CH2:2]2)=[N:11]1. The yield is 0.490. (2) The reactants are C(N(CC)CC)C.[NH2:8][CH2:9][C:10]1[CH:11]=[C:12]([CH2:16][N:17]2[C:25]3[C:20](=[C:21]([CH:26]([OH:28])[CH3:27])[CH:22]=[CH:23][CH:24]=3)[C:19]([NH:29][S:30]([C:33]3[S:34][C:35]([Cl:38])=[CH:36][CH:37]=3)(=[O:32])=[O:31])=[N:18]2)[CH:13]=[CH:14][CH:15]=1.C([O:42][C:43]([CH3:48])([CH3:47])[C:44](Cl)=[O:45])(=O)C.C(=O)([O-])[O-].[K+].[K+]. The catalyst is ClCCl.CS(C)=O.CO. The product is [Cl:38][C:35]1[S:34][C:33]([S:30]([NH:29][C:19]2[C:20]3[C:25](=[CH:24][CH:23]=[CH:22][C:21]=3[CH:26]([OH:28])[CH3:27])[N:17]([CH2:16][C:12]3[CH:11]=[C:10]([CH2:9][NH:8][C:44](=[O:45])[C:43]([OH:42])([CH3:48])[CH3:47])[CH:15]=[CH:14][CH:13]=3)[N:18]=2)(=[O:32])=[O:31])=[CH:37][CH:36]=1. The yield is 0.370. (3) The reactants are Cl.CN.C([N:7]([CH2:11]C)[CH:8]([CH3:10])C)(C)C.BrCC[O:16][C:17]1[CH:18]=[C:19]([C:23]([F:26])([F:25])[F:24])[CH:20]=[CH:21][CH:22]=1. The catalyst is O1CCCC1. The product is [CH3:11][NH:7][CH2:8][CH2:10][O:16][C:17]1[CH:22]=[CH:21][CH:20]=[C:19]([C:23]([F:24])([F:25])[F:26])[CH:18]=1. The yield is 0.450. (4) The reactants are Br[C:2]1[CH:3]=[C:4]([N:8]2[C:12]3[N:13]=[CH:14][S:15][C:11]=3[C:10]([C:16]([O:18][CH2:19][CH3:20])=[O:17])=[N:9]2)[CH:5]=[CH:6][CH:7]=1.[C:21]([C@:23]1([OH:30])[CH2:27][CH2:26][N:25]([CH3:28])[C:24]1=[O:29])#[CH:22]. No catalyst specified. The product is [OH:30][C@@:23]1([C:21]#[C:22][C:2]2[CH:3]=[C:4]([N:8]3[C:12]4[N:13]=[CH:14][S:15][C:11]=4[C:10]([C:16]([O:18][CH2:19][CH3:20])=[O:17])=[N:9]3)[CH:5]=[CH:6][CH:7]=2)[CH2:27][CH2:26][N:25]([CH3:28])[C:24]1=[O:29]. The yield is 0.220. (5) The reactants are [N:1]1([C:10]2[S:14][C:13]([C:15](OC)=[O:16])=[C:12]([O:19][CH2:20][C:21]3[CH:26]=[CH:25][CH:24]=[CH:23][C:22]=3[CH3:27])[CH:11]=2)[C:5]2[CH:6]=[CH:7][CH:8]=[CH:9][C:4]=2[N:3]=[CH:2]1.[H-].C([Al+]CC(C)C)C(C)C.CO.Cl. The catalyst is ClCCl.O.C(OCC)(=O)C. The product is [N:1]1([C:10]2[S:14][C:13]([CH2:15][OH:16])=[C:12]([O:19][CH2:20][C:21]3[CH:26]=[CH:25][CH:24]=[CH:23][C:22]=3[CH3:27])[CH:11]=2)[C:5]2[CH:6]=[CH:7][CH:8]=[CH:9][C:4]=2[N:3]=[CH:2]1. The yield is 0.680. (6) The reactants are [CH:1]1([NH:4][C:5]([C@H:7]2[CH2:12][CH2:11][C@H:10]([CH2:13][N:14]([C:16]3[N:21]=[CH:20][C:19]([Br:22])=[CH:18][N:17]=3)[CH3:15])[CH2:9][CH2:8]2)=[O:6])[CH2:3][CH2:2]1.[H-].[Na+].[Cl-].Cl[CH2:27][CH2:28][NH+:29]([CH3:31])[CH3:30]. The catalyst is CC(N(C)C)=O. The product is [CH:1]1([N:4]([CH2:27][CH2:28][N:29]([CH3:31])[CH3:30])[C:5]([C@H:7]2[CH2:8][CH2:9][C@H:10]([CH2:13][N:14]([C:16]3[N:21]=[CH:20][C:19]([Br:22])=[CH:18][N:17]=3)[CH3:15])[CH2:11][CH2:12]2)=[O:6])[CH2:3][CH2:2]1. The yield is 0.680.